From a dataset of Peptide-MHC class I binding affinity with 185,985 pairs from IEDB/IMGT. Regression. Given a peptide amino acid sequence and an MHC pseudo amino acid sequence, predict their binding affinity value. This is MHC class I binding data. (1) The peptide sequence is ILMEHIHKL. The MHC is HLA-C15:02 with pseudo-sequence HLA-C15:02. The binding affinity (normalized) is 0.494. (2) The peptide sequence is QPQPGRENF. The MHC is H-2-Ld with pseudo-sequence H-2-Ld. The binding affinity (normalized) is 0.703.